From a dataset of Peptide-MHC class I binding affinity with 185,985 pairs from IEDB/IMGT. Regression. Given a peptide amino acid sequence and an MHC pseudo amino acid sequence, predict their binding affinity value. This is MHC class I binding data. (1) The peptide sequence is SIIQEKLGY. The MHC is HLA-A69:01 with pseudo-sequence HLA-A69:01. The binding affinity (normalized) is 0.0847. (2) The peptide sequence is IVSSYVCSGL. The MHC is HLA-A02:06 with pseudo-sequence HLA-A02:06. The binding affinity (normalized) is 0.126.